The task is: Predict the reactants needed to synthesize the given product.. This data is from Full USPTO retrosynthesis dataset with 1.9M reactions from patents (1976-2016). (1) The reactants are: [C:1]([N:4]1[C:12]2[C:7](=[CH:8][CH:9]=[C:10]([Cl:13])[CH:11]=2)[CH2:6][C:5]1=[O:14])(=[O:3])[CH3:2].[CH3:15][O:16][C:17]1[CH:18]=[C:19]([CH:23]=[CH:24][C:25]=1[O:26][CH3:27])[C:20](O)=[O:21]. Given the product [C:1]([N:4]1[C:12]2[C:7](=[CH:8][CH:9]=[C:10]([Cl:13])[CH:11]=2)[C:6](=[C:20]([OH:21])[C:19]2[CH:23]=[CH:24][C:25]([O:26][CH3:27])=[C:17]([O:16][CH3:15])[CH:18]=2)[C:5]1=[O:14])(=[O:3])[CH3:2], predict the reactants needed to synthesize it. (2) Given the product [N+:12]([C:6]1[CH:7]=[C:8]([C:16]2[S:15][CH:19]=[CH:18][CH:17]=2)[CH:9]=[CH:10][C:5]=1[OH:4])([O-:14])=[O:13], predict the reactants needed to synthesize it. The reactants are: C([O:4][C:5]1[CH:10]=[CH:9][C:8](Br)=[CH:7][C:6]=1[N+:12]([O-:14])=[O:13])(=O)C.[S:15]1[CH:19]=[CH:18][CH:17]=[C:16]1B(O)O.P([O-])([O-])([O-])=O.[K+].[K+].[K+]. (3) The reactants are: B1([O-])OO1.[OH2:5].[OH2:6].O.O.[Na+].[C:10]([O:14][C:15]([C@H:17]([CH2:21][S:22][CH2:23][C:24]1[CH:29]=[CH:28][C:27]([C:30]2[CH:35]=[CH:34][C:33]([C:36]3[C:41]4[O:42][C:43]5[CH:48]=[CH:47][CH:46]=[CH:45][C:44]=5[C:40]=4[CH:39]=[CH:38][CH:37]=3)=[CH:32][CH:31]=2)=[CH:26][CH:25]=1)[C:18]([OH:20])=[O:19])=[O:16])([CH3:13])([CH3:12])[CH3:11]. Given the product [C:10]([O:14][C:15]([C@H:17]([CH2:21][S:22]([CH2:23][C:24]1[CH:25]=[CH:26][C:27]([C:30]2[CH:35]=[CH:34][C:33]([C:36]3[C:41]4[O:42][C:43]5[CH:48]=[CH:47][CH:46]=[CH:45][C:44]=5[C:40]=4[CH:39]=[CH:38][CH:37]=3)=[CH:32][CH:31]=2)=[CH:28][CH:29]=1)(=[O:6])=[O:5])[C:18]([OH:20])=[O:19])=[O:16])([CH3:13])([CH3:11])[CH3:12], predict the reactants needed to synthesize it. (4) Given the product [CH3:1][C@H:2]([NH:7][C:8]([C:10]1[C:18]2[C:13](=[N:14][CH:15]=[C:16]([C:19]3[S:23][C:22]([C:24](=[O:26])[NH:62][C:61]4[CH:63]=[CH:64][C:65]([I:67])=[CH:66][C:60]=4[Cl:59])=[CH:21][CH:20]=3)[N:17]=2)[N:12]([CH2:27][O:28][CH2:29][CH2:30][Si:31]([CH3:32])([CH3:34])[CH3:33])[CH:11]=1)=[O:9])[C:3]([CH3:6])([CH3:5])[CH3:4], predict the reactants needed to synthesize it. The reactants are: [CH3:1][C@H:2]([NH:7][C:8]([C:10]1[C:18]2[C:13](=[N:14][CH:15]=[C:16]([C:19]3[S:23][C:22]([C:24]([OH:26])=O)=[CH:21][CH:20]=3)[N:17]=2)[N:12]([CH2:27][O:28][CH2:29][CH2:30][Si:31]([CH3:34])([CH3:33])[CH3:32])[CH:11]=1)=[O:9])[C:3]([CH3:6])([CH3:5])[CH3:4].CN(C(ON1N=NC2C=CC=NC1=2)=[N+](C)C)C.F[P-](F)(F)(F)(F)F.[Cl:59][C:60]1[CH:66]=[C:65]([I:67])[CH:64]=[CH:63][C:61]=1[NH2:62]. (5) Given the product [CH3:7][N:8]1[C:12]2[CH:13]=[CH:14][C:15]([CH2:17][OH:18])=[CH:16][C:11]=2[N:10]=[CH:9]1, predict the reactants needed to synthesize it. The reactants are: [H-].[Al+3].[Li+].[H-].[H-].[H-].[CH3:7][N:8]1[C:12]2[CH:13]=[CH:14][C:15]([C:17](OCC)=[O:18])=[CH:16][C:11]=2[N:10]=[CH:9]1.C(=O)(O)[O-].[Na+].